Task: Predict the product of the given reaction.. Dataset: Forward reaction prediction with 1.9M reactions from USPTO patents (1976-2016) (1) Given the reactants [C:1]1([C:7]2[O:8][C:9]([C:16]([OH:18])=O)=[C:10]([C:12]([F:15])([F:14])[F:13])[N:11]=2)[CH:6]=[CH:5][CH:4]=[CH:3][CH:2]=1.[CH3:19][O:20][CH2:21][CH2:22][N:23]([CH3:31])[C:24]1[CH:29]=[CH:28][C:27]([NH2:30])=[CH:26][N:25]=1, predict the reaction product. The product is: [CH3:19][O:20][CH2:21][CH2:22][N:23]([CH3:31])[C:24]1[N:25]=[CH:26][C:27]([NH:30][C:16]([C:9]2[O:8][C:7]([C:1]3[CH:2]=[CH:3][CH:4]=[CH:5][CH:6]=3)=[N:11][C:10]=2[C:12]([F:13])([F:14])[F:15])=[O:18])=[CH:28][CH:29]=1. (2) Given the reactants [Cl:1][C:2]1[CH:11]=[CH:10][CH:9]=[C:8]2[C:3]=1[C:4](=[O:21])[N:5]([C:14]1[CH:19]=[CH:18][CH:17]=[CH:16][C:15]=1[CH3:20])[C:6]([CH2:12]Cl)=[N:7]2.O.[SH:23][C:24]1[N:32]=[CH:31][N:30]=[C:29]2[C:25]=1[NH:26][CH:27]=[N:28]2.C([O-])([O-])=O.[K+].[K+], predict the reaction product. The product is: [Cl:1][C:2]1[CH:11]=[CH:10][CH:9]=[C:8]2[C:3]=1[C:4](=[O:21])[N:5]([C:14]1[CH:19]=[CH:18][CH:17]=[CH:16][C:15]=1[CH3:20])[C:6]([CH2:12][S:23][C:24]1[N:32]=[CH:31][N:30]=[C:29]3[C:25]=1[N:26]=[CH:27][NH:28]3)=[N:7]2.